Dataset: Reaction yield outcomes from USPTO patents with 853,638 reactions. Task: Predict the reaction yield, written as a fraction of the theoretical maximum amount of product (1.0 means a 100% yield; for example, 0.34 means a 34% yield). (1) The reactants are [CH2:1]1[CH:6]2[CH2:7][N:8]3[C:13](=[O:14])[C:12]([OH:15])=[C:11]([C:16]([NH:18][CH2:19][C:20]4[CH:25]=[CH:24][C:23]([F:26])=[CH:22][CH:21]=4)=[O:17])[N:10]=[C:9]3[C:3]([NH:27]C(OCC3C=CC=CC=3)=O)([CH2:4][O:5]2)[CH2:2]1. The catalyst is CO.[Pd]. The product is [CH2:1]1[CH:6]2[CH2:7][N:8]3[C:13](=[O:14])[C:12]([OH:15])=[C:11]([C:16]([NH:18][CH2:19][C:20]4[CH:21]=[CH:22][C:23]([F:26])=[CH:24][CH:25]=4)=[O:17])[N:10]=[C:9]3[C:3]([NH2:27])([CH2:4][O:5]2)[CH2:2]1. The yield is 0.860. (2) The reactants are [Mg].[CH2:2](Br)[C:3]#[CH:4].[C:6]([O:10][C:11]([NH:13][C@@H:14]([CH2:29][CH:30]1[CH2:35][CH2:34][CH2:33][CH2:32][CH2:31]1)[C@@H:15]([O:18][Si:19]([CH:26]([CH3:28])[CH3:27])([CH:23]([CH3:25])[CH3:24])[CH:20]([CH3:22])[CH3:21])[CH:16]=[O:17])=[O:12])([CH3:9])([CH3:8])[CH3:7].[NH4+].[Cl-]. The catalyst is C(Br)C#C.C1(C)C=CC=CC=1.CCOCC.Cl[Hg]Cl. The product is [C:6]([O:10][C:11]([NH:13][C@@H:14]([CH2:29][CH:30]1[CH2:31][CH2:32][CH2:33][CH2:34][CH2:35]1)[C@@H:15]([O:18][Si:19]([CH:20]([CH3:21])[CH3:22])([CH:23]([CH3:24])[CH3:25])[CH:26]([CH3:27])[CH3:28])[CH:16]([OH:17])[CH2:4][C:3]#[CH:2])=[O:12])([CH3:7])([CH3:8])[CH3:9]. The yield is 0.665. (3) The yield is 0.290. The product is [Cl:28][C:29]1[CH:30]=[C:31]([CH:41]([CH2:45][CH:46]2[CH2:51][CH2:50][CH2:49][CH2:48][CH2:47]2)[C:42]([NH:52][C:53]2[S:54][CH:55]=[CH:56][N:57]=2)=[O:44])[CH:32]=[CH:33][C:34]=1[N:35]1[C:39]([CH3:40])=[N:38][N:37]=[N:36]1. The reactants are C1(P(C2C=CC=CC=2)C2C=CC=CC=2)C=CC=CC=1.BrN1C(=O)CCC1=O.[Cl:28][C:29]1[CH:30]=[C:31]([CH:41]([CH2:45][CH:46]2[CH2:51][CH2:50][CH2:49][CH2:48][CH2:47]2)[C:42]([OH:44])=O)[CH:32]=[CH:33][C:34]=1[N:35]1[C:39]([CH3:40])=[N:38][N:37]=[N:36]1.[NH2:52][C:53]1[S:54][CH:55]=[CH:56][N:57]=1. The catalyst is C(Cl)Cl. (4) The reactants are Cl[C:2]1[N:6]([CH3:7])[C:5]2[C:8]([CH:13]([CH2:16][CH3:17])[CH2:14][CH3:15])=[CH:9][CH:10]=[C:11]([Cl:12])[C:4]=2[N:3]=1.[Cl:18][C:19]1[CH:24]=[C:23]([Cl:25])[CH:22]=[C:21]([CH3:26])[C:20]=1[OH:27].C(=O)([O-])[O-].[K+].[K+]. The catalyst is CN(C)C=O.O. The product is [Cl:12][C:11]1[C:4]2[N:3]=[C:2]([O:27][C:20]3[C:21]([CH3:26])=[CH:22][C:23]([Cl:25])=[CH:24][C:19]=3[Cl:18])[N:6]([CH3:7])[C:5]=2[C:8]([CH:13]([CH2:16][CH3:17])[CH2:14][CH3:15])=[CH:9][CH:10]=1. The yield is 0.640. (5) The reactants are [N:1]1([CH2:8][CH2:9][O:10][C:11]2[CH:16]=[CH:15][C:14]([C:17]([C:19]3[C:28]4[C:23](=[CH:24][C:25]([O:29]C)=[CH:26][CH:27]=4)[CH:22]=[CH:21][C:20]=3[C:31]3[C:36]([F:37])=[CH:35][CH:34]=[CH:33][C:32]=3[F:38])=[O:18])=[CH:13][CH:12]=2)[CH2:7][CH2:6][CH2:5][CH2:4][CH2:3][CH2:2]1.B(Br)(Br)Br.C(=O)(O)[O-].[Na+].C(Cl)(Cl)Cl.C(O)(C)C. The catalyst is C(Cl)Cl. The product is [N:1]1([CH2:8][CH2:9][O:10][C:11]2[CH:16]=[CH:15][C:14]([C:17]([C:19]3[C:28]4[C:23](=[CH:24][C:25]([OH:29])=[CH:26][CH:27]=4)[CH:22]=[CH:21][C:20]=3[C:31]3[C:32]([F:38])=[CH:33][CH:34]=[CH:35][C:36]=3[F:37])=[O:18])=[CH:13][CH:12]=2)[CH2:7][CH2:6][CH2:5][CH2:4][CH2:3][CH2:2]1. The yield is 0.540. (6) The reactants are [CH3:1][N:2]([C@@H:4]1[C:22](=[O:23])[C:21]([C:24]([NH2:26])=[O:25])=[C:20]([OH:27])[C@:19]2([OH:28])[C@H:5]1[CH2:6][C@H:7]1[C:16]([C:17]2=[O:18])=[C:15]([OH:29])[C:14]2[C:9](=[C:10](I)[CH:11]=[CH:12][C:13]=2[OH:30])[CH2:8]1)[CH3:3]. The catalyst is CC([O-])=O.CC([O-])=O.[Pd+2].CO. The product is [CH3:1][N:2]([C@@H:4]1[C:22](=[O:23])[C:21]([C:24]([NH2:26])=[O:25])=[C:20]([OH:27])[C@:19]2([OH:28])[C@H:5]1[CH2:6][C@H:7]1[C:16]([C:17]2=[O:18])=[C:15]([OH:29])[C:14]2[C:9](=[C:10]([C:4]3[CH:22]=[CH:21][CH:20]=[CH:19][CH:5]=3)[CH:11]=[CH:12][C:13]=2[OH:30])[CH2:8]1)[CH3:3]. The yield is 0.420. (7) The reactants are [CH:1]1([CH2:7][C@H:8]([CH2:12][C:13]([NH:15][CH2:16][CH2:17][NH:18][C:19]2[CH:24]=[CH:23][C:22]([F:25])=[CH:21][CH:20]=2)=[O:14])[C:9]([OH:11])=O)[CH2:6][CH2:5][CH2:4][CH2:3][CH2:2]1.[NH:26]1[CH2:31][CH2:30][O:29][CH2:28][CH2:27]1.CN(C(ON1N=NC2C=CC=NC1=2)=[N+](C)C)C.F[P-](F)(F)(F)(F)F.C(N(C(C)C)CC)(C)C. The catalyst is ClCCl. The product is [CH:1]1([CH2:7][C@@H:8]([C:9]([N:26]2[CH2:31][CH2:30][O:29][CH2:28][CH2:27]2)=[O:11])[CH2:12][C:13]([NH:15][CH2:16][CH2:17][NH:18][C:19]2[CH:24]=[CH:23][C:22]([F:25])=[CH:21][CH:20]=2)=[O:14])[CH2:2][CH2:3][CH2:4][CH2:5][CH2:6]1. The yield is 0.400. (8) The reactants are C(OC(=O)[CH:7]([C:20]#[N:21])[C:8](=[O:19])[CH2:9][C:10]1[CH:15]=[CH:14][CH:13]=[C:12]([N+:16]([O-:18])=[O:17])[CH:11]=1)(C)(C)C.C(O)(C(F)(F)F)=O. The catalyst is C1(C)C=CC=CC=1. The product is [N+:16]([C:12]1[CH:11]=[C:10]([CH2:9][C:8](=[O:19])[CH2:7][C:20]#[N:21])[CH:15]=[CH:14][CH:13]=1)([O-:18])=[O:17]. The yield is 0.370. (9) The reactants are F[C:2]1[CH:9]=[C:8]([C:10]([F:13])([F:12])[F:11])[CH:7]=[CH:6][C:3]=1[CH:4]=[O:5].[CH3:14][O-:15].[Na+]. No catalyst specified. The product is [CH3:14][O:15][C:2]1[CH:9]=[C:8]([C:10]([F:13])([F:12])[F:11])[CH:7]=[CH:6][C:3]=1[CH:4]=[O:5]. The yield is 0.850.